Predict the reactants needed to synthesize the given product. From a dataset of Full USPTO retrosynthesis dataset with 1.9M reactions from patents (1976-2016). (1) The reactants are: [N+:1]([C:4]1[CH:9]=[CH:8][C:7]([OH:10])=[CH:6][CH:5]=1)([O-:3])=[O:2].C(=O)([O-])[O-].[K+].[K+].Cl.Cl[CH2:19][C:20]1[CH:25]=[CH:24][C:23]([CH3:26])=[CH:22][N:21]=1.O. Given the product [CH3:26][C:23]1[CH:24]=[CH:25][C:20]([CH2:19][O:10][C:7]2[CH:8]=[CH:9][C:4]([N+:1]([O-:3])=[O:2])=[CH:5][CH:6]=2)=[N:21][CH:22]=1, predict the reactants needed to synthesize it. (2) The reactants are: Cl.Cl.[NH2:3][CH2:4][C:5]1[CH:10]=[CH:9][CH:8]=[CH:7][C:6]=1[CH2:11][C:12]([N:14]([CH3:28])[C@@H:15]([C:22]1[CH:27]=[CH:26][CH:25]=[CH:24][CH:23]=1)[CH2:16][N:17]1[CH2:21][CH2:20][CH2:19][CH2:18]1)=[O:13].C(N(CC)CC)C.[C:36](Cl)(=[O:38])[CH3:37]. Given the product [C:36]([NH:3][CH2:4][C:5]1[CH:10]=[CH:9][CH:8]=[CH:7][C:6]=1[CH2:11][C:12]([N:14]([CH3:28])[C@@H:15]([C:22]1[CH:27]=[CH:26][CH:25]=[CH:24][CH:23]=1)[CH2:16][N:17]1[CH2:21][CH2:20][CH2:19][CH2:18]1)=[O:13])(=[O:38])[CH3:37], predict the reactants needed to synthesize it. (3) Given the product [CH3:21][CH:20]([CH3:22])[CH2:19][C:18]([NH:17][C:13]1[CH:14]=[CH:15][CH:16]=[C:11]([C:10]2[N:5]3[N:4]=[CH:3][C:2]([C:28]4[CH:29]=[C:30]([O:34][CH3:35])[C:31]([O:32][CH3:33])=[C:26]([O:25][CH3:24])[CH:27]=4)=[C:6]3[N:7]=[CH:8][CH:9]=2)[CH:12]=1)=[O:23], predict the reactants needed to synthesize it. The reactants are: Br[C:2]1[CH:3]=[N:4][N:5]2[C:10]([C:11]3[CH:12]=[C:13]([NH:17][C:18](=[O:23])[CH2:19][CH:20]([CH3:22])[CH3:21])[CH:14]=[CH:15][CH:16]=3)=[CH:9][CH:8]=[N:7][C:6]=12.[CH3:24][O:25][C:26]1[CH:27]=[C:28](B(O)O)[CH:29]=[C:30]([O:34][CH3:35])[C:31]=1[O:32][CH3:33]. (4) The reactants are: O.ON1C2C=CC=CC=2N=N1.C(N(CC)CC)C.[C:19]([C:21]([C:33]1[CH:38]=[CH:37][CH:36]=[CH:35][CH:34]=1)([C:27]1[CH:32]=[CH:31][CH:30]=[CH:29][CH:28]=1)[CH2:22][CH2:23][C:24](O)=[O:25])#[N:20].Cl.[O:40]([CH:47]1[CH2:52][CH2:51][NH:50][CH2:49][CH2:48]1)[C:41]1[CH:46]=[CH:45][CH:44]=[CH:43][CH:42]=1.Cl.CN(C)CCCN=C=NCC. Given the product [O:25]=[C:24]([N:50]1[CH2:51][CH2:52][CH:47]([O:40][C:41]2[CH:46]=[CH:45][CH:44]=[CH:43][CH:42]=2)[CH2:48][CH2:49]1)[CH2:23][CH2:22][C:21]([C:27]1[CH:32]=[CH:31][CH:30]=[CH:29][CH:28]=1)([C:33]1[CH:38]=[CH:37][CH:36]=[CH:35][CH:34]=1)[C:19]#[N:20], predict the reactants needed to synthesize it. (5) Given the product [C@@H:2]12[O:10][CH2:9][C@@H:8]([O:1]1)[C@@H:6]([OH:7])[C@H:4]([OH:5])[CH2:3]2, predict the reactants needed to synthesize it. The reactants are: [O:1]1[C@H:8]([CH2:9][OH:10])[C@@H:6]([OH:7])[C@H:4]([OH:5])[CH:3]=[CH:2]1.C([Sn](O[Sn](CCCC)(CCCC)CCCC)(CCCC)CCCC)CCC.II. (6) The reactants are: [CH2:1]([O:8][C:9](=[O:18])[NH:10][C:11]1([CH3:17])[CH2:16][CH2:15][NH:14][CH2:13][CH2:12]1)[C:2]1[CH:7]=[CH:6][CH:5]=[CH:4][CH:3]=1.Cl[C:20]1[CH:25]=[C:24]([C:26]#[N:27])[CH:23]=[CH:22][N:21]=1.C(N(C(C)C)CC)(C)C. Given the product [CH2:1]([O:8][C:9](=[O:18])[NH:10][C:11]1([CH3:17])[CH2:16][CH2:15][N:14]([C:20]2[CH:25]=[C:24]([C:26]#[N:27])[CH:23]=[CH:22][N:21]=2)[CH2:13][CH2:12]1)[C:2]1[CH:7]=[CH:6][CH:5]=[CH:4][CH:3]=1, predict the reactants needed to synthesize it.